From a dataset of Tyrosyl-DNA phosphodiesterase HTS with 341,365 compounds. Binary Classification. Given a drug SMILES string, predict its activity (active/inactive) in a high-throughput screening assay against a specified biological target. The drug is S(Cc1nc(oc1C)c1ccc(cc1)C(=O)Nc1c(ccc(c1)C)C)c1ccc(cc1)C. The result is 0 (inactive).